Dataset: NCI-60 drug combinations with 297,098 pairs across 59 cell lines. Task: Regression. Given two drug SMILES strings and cell line genomic features, predict the synergy score measuring deviation from expected non-interaction effect. (1) Drug 1: COC1=C(C=C2C(=C1)N=CN=C2NC3=CC(=C(C=C3)F)Cl)OCCCN4CCOCC4. Drug 2: CC(C)NC(=O)C1=CC=C(C=C1)CNNC.Cl. Cell line: RXF 393. Synergy scores: CSS=25.1, Synergy_ZIP=-3.54, Synergy_Bliss=-1.13, Synergy_Loewe=-18.1, Synergy_HSA=-2.44. (2) Drug 1: CS(=O)(=O)CCNCC1=CC=C(O1)C2=CC3=C(C=C2)N=CN=C3NC4=CC(=C(C=C4)OCC5=CC(=CC=C5)F)Cl. Drug 2: CC1C(C(CC(O1)OC2CC(CC3=C2C(=C4C(=C3O)C(=O)C5=CC=CC=C5C4=O)O)(C(=O)C)O)N)O. Cell line: T-47D. Synergy scores: CSS=49.3, Synergy_ZIP=15.2, Synergy_Bliss=16.0, Synergy_Loewe=0.888, Synergy_HSA=17.2.